This data is from Merck oncology drug combination screen with 23,052 pairs across 39 cell lines. The task is: Regression. Given two drug SMILES strings and cell line genomic features, predict the synergy score measuring deviation from expected non-interaction effect. Drug 1: O=C(O)C1(Cc2cccc(Nc3nccs3)n2)CCC(Oc2cccc(Cl)c2F)CC1. Drug 2: NC1(c2ccc(-c3nc4ccn5c(=O)[nH]nc5c4cc3-c3ccccc3)cc2)CCC1. Cell line: SW837. Synergy scores: synergy=-2.25.